This data is from Peptide-MHC class I binding affinity with 185,985 pairs from IEDB/IMGT. The task is: Regression. Given a peptide amino acid sequence and an MHC pseudo amino acid sequence, predict their binding affinity value. This is MHC class I binding data. (1) The peptide sequence is GTKQVCIAW. The MHC is HLA-A30:02 with pseudo-sequence HLA-A30:02. The binding affinity (normalized) is 0. (2) The peptide sequence is WLQQQLVPQL. The MHC is HLA-B08:01 with pseudo-sequence HLA-B08:01. The binding affinity (normalized) is 0.477. (3) The peptide sequence is IENTTANISL. The MHC is HLA-B40:01 with pseudo-sequence HLA-B40:01. The binding affinity (normalized) is 0.894. (4) The peptide sequence is TRMMETQTSTW. The MHC is Mamu-B08 with pseudo-sequence Mamu-B08. The binding affinity (normalized) is 0.169. (5) The binding affinity (normalized) is 0.607. The MHC is HLA-A31:01 with pseudo-sequence HLA-A31:01. The peptide sequence is IVYKNCVLR.